From a dataset of Forward reaction prediction with 1.9M reactions from USPTO patents (1976-2016). Predict the product of the given reaction. (1) Given the reactants [F:1][C:2]1[CH:3]=[C:4]([C:13]2[N:17]([C:18]3[CH:19]=[N:20][CH:21]=[CH:22][CH:23]=3)[N:16]=[C:15]([C:24]3[C:29]4[CH2:30][NH:31][C:32](=[O:33])[C:28]=4[CH:27]=[CH:26]N=3)[CH:14]=2)[CH:5]=[C:6]([O:8][C:9]([F:12])([F:11])[F:10])[CH:7]=1.Cl[C:35]1C2CNC(=O)C=2C=CN=1.BrC1C=CC=C2C=1CNC2=O, predict the reaction product. The product is: [F:1][C:2]1[CH:3]=[C:4]([C:13]2[N:17]([C:18]3[CH:19]=[N:20][CH:21]=[CH:22][CH:23]=3)[N:16]=[C:15]([C:24]3[CH:35]=[CH:26][CH:27]=[C:28]4[C:29]=3[CH2:30][NH:31][C:32]4=[O:33])[CH:14]=2)[CH:5]=[C:6]([O:8][C:9]([F:12])([F:10])[F:11])[CH:7]=1. (2) Given the reactants [Br:1][C:2]1[CH:7]=[CH:6][C:5]([OH:8])=[CH:4][C:3]=1[CH3:9].C(=O)([O-])[O-].[K+].[K+].[CH2:16](Br)[C:17]1[CH:22]=[CH:21][CH:20]=[CH:19][CH:18]=1, predict the reaction product. The product is: [CH2:16]([O:8][C:5]1[CH:6]=[CH:7][C:2]([Br:1])=[C:3]([CH3:9])[CH:4]=1)[C:17]1[CH:22]=[CH:21][CH:20]=[CH:19][CH:18]=1.